From a dataset of Forward reaction prediction with 1.9M reactions from USPTO patents (1976-2016). Predict the product of the given reaction. (1) Given the reactants [Cl:1][C:2]1[O:6][C:5]([C:7]([NH:9][C@@H:10]([CH2:23][C:24]2[CH:29]=[CH:28][CH:27]=[CH:26][C:25]=2[C:30]([F:33])([F:32])[F:31])[CH2:11][N:12]2C(=O)C3C(=CC=CC=3)C2=O)=[O:8])=[CH:4][C:3]=1[C:34]1[N:38]([CH3:39])[N:37]=[CH:36][C:35]=1[Cl:40].NN, predict the reaction product. The product is: [NH2:12][CH2:11][C@@H:10]([NH:9][C:7]([C:5]1[O:6][C:2]([Cl:1])=[C:3]([C:34]2[N:38]([CH3:39])[N:37]=[CH:36][C:35]=2[Cl:40])[CH:4]=1)=[O:8])[CH2:23][C:24]1[CH:29]=[CH:28][CH:27]=[CH:26][C:25]=1[C:30]([F:33])([F:32])[F:31]. (2) Given the reactants [C:1]([C:3]1[C:8]([C:9]2[CH:14]=[CH:13][C:12]([OH:15])=[CH:11][C:10]=2[F:16])=[N:7][C:6]2[NH:17][N:18]=[C:19]([CH3:20])[C:5]=2[C:4]=1[C:21](O)=[O:22])#[N:2].[N:24]1([C:30]([O:32][C:33]([CH3:36])([CH3:35])[CH3:34])=[O:31])[CH2:29][CH2:28][NH:27][CH2:26][CH2:25]1.Cl.C(N)CCN.N1(O)C2C=CC=CC=2N=N1, predict the reaction product. The product is: [C:1]([C:3]1[C:8]([C:9]2[CH:14]=[CH:13][C:12]([OH:15])=[CH:11][C:10]=2[F:16])=[N:7][C:6]2[NH:17][N:18]=[C:19]([CH3:20])[C:5]=2[C:4]=1[C:21]([N:27]1[CH2:26][CH2:25][N:24]([C:30]([O:32][C:33]([CH3:36])([CH3:35])[CH3:34])=[O:31])[CH2:29][CH2:28]1)=[O:22])#[N:2]. (3) Given the reactants [Si:1]([O:8][CH2:9][C@H:10]1[CH2:14][NH:13][C:12](=[O:15])[CH2:11]1)([C:4]([CH3:7])([CH3:6])[CH3:5])([CH3:3])[CH3:2].[CH2:16]([O:18][C:19](=[O:32])[CH2:20][O:21][C:22]1[C:23]([N+:29]([O-:31])=[O:30])=[N:24][C:25](Br)=[CH:26][CH:27]=1)[CH3:17].C(=O)([O-])[O-].[K+].[K+].CNCCNC, predict the reaction product. The product is: [CH2:16]([O:18][C:19](=[O:32])[CH2:20][O:21][C:22]1[C:23]([N+:29]([O-:31])=[O:30])=[N:24][C:25]([N:13]2[CH2:14][C@H:10]([CH2:9][O:8][Si:1]([C:4]([CH3:7])([CH3:6])[CH3:5])([CH3:3])[CH3:2])[CH2:11][C:12]2=[O:15])=[CH:26][CH:27]=1)[CH3:17].